From a dataset of NCI-60 drug combinations with 297,098 pairs across 59 cell lines. Regression. Given two drug SMILES strings and cell line genomic features, predict the synergy score measuring deviation from expected non-interaction effect. (1) Drug 2: C1=NC(=NC(=O)N1C2C(C(C(O2)CO)O)O)N. Synergy scores: CSS=16.4, Synergy_ZIP=-6.57, Synergy_Bliss=-0.341, Synergy_Loewe=0.371, Synergy_HSA=0.549. Drug 1: C1=C(C(=O)NC(=O)N1)N(CCCl)CCCl. Cell line: UO-31. (2) Drug 1: CNC(=O)C1=CC=CC=C1SC2=CC3=C(C=C2)C(=NN3)C=CC4=CC=CC=N4. Drug 2: C1=CN(C(=O)N=C1N)C2C(C(C(O2)CO)O)O.Cl. Cell line: NCI-H460. Synergy scores: CSS=37.4, Synergy_ZIP=-4.19, Synergy_Bliss=-6.41, Synergy_Loewe=-24.9, Synergy_HSA=-5.91. (3) Drug 1: CC1=C(C(CCC1)(C)C)C=CC(=CC=CC(=CC(=O)O)C)C. Drug 2: CC1C(C(CC(O1)OC2CC(OC(C2O)C)OC3=CC4=CC5=C(C(=O)C(C(C5)C(C(=O)C(C(C)O)O)OC)OC6CC(C(C(O6)C)O)OC7CC(C(C(O7)C)O)OC8CC(C(C(O8)C)O)(C)O)C(=C4C(=C3C)O)O)O)O. Cell line: OVCAR3. Synergy scores: CSS=24.3, Synergy_ZIP=6.20, Synergy_Bliss=2.35, Synergy_Loewe=-36.7, Synergy_HSA=-1.23. (4) Drug 1: CC1=CC2C(CCC3(C2CCC3(C(=O)C)OC(=O)C)C)C4(C1=CC(=O)CC4)C. Drug 2: C1CN1P(=S)(N2CC2)N3CC3. Cell line: RPMI-8226. Synergy scores: CSS=29.0, Synergy_ZIP=-8.35, Synergy_Bliss=-0.188, Synergy_Loewe=-2.30, Synergy_HSA=2.58. (5) Drug 1: C1=CC(=CC=C1C#N)C(C2=CC=C(C=C2)C#N)N3C=NC=N3. Drug 2: B(C(CC(C)C)NC(=O)C(CC1=CC=CC=C1)NC(=O)C2=NC=CN=C2)(O)O. Cell line: ACHN. Synergy scores: CSS=43.9, Synergy_ZIP=4.14, Synergy_Bliss=2.56, Synergy_Loewe=-28.6, Synergy_HSA=-5.65. (6) Drug 1: CC(C1=C(C=CC(=C1Cl)F)Cl)OC2=C(N=CC(=C2)C3=CN(N=C3)C4CCNCC4)N. Drug 2: CC1=C2C(C(=O)C3(C(CC4C(C3C(C(C2(C)C)(CC1OC(=O)C(C(C5=CC=CC=C5)NC(=O)OC(C)(C)C)O)O)OC(=O)C6=CC=CC=C6)(CO4)OC(=O)C)O)C)O. Cell line: SW-620. Synergy scores: CSS=47.8, Synergy_ZIP=1.16, Synergy_Bliss=4.91, Synergy_Loewe=-6.75, Synergy_HSA=5.88. (7) Drug 1: C1CC(C1)(C(=O)O)C(=O)O.[NH2-].[NH2-].[Pt+2]. Drug 2: CC1=C(C(=CC=C1)Cl)NC(=O)C2=CN=C(S2)NC3=CC(=NC(=N3)C)N4CCN(CC4)CCO. Cell line: SF-268. Synergy scores: CSS=3.43, Synergy_ZIP=-2.95, Synergy_Bliss=-1.55, Synergy_Loewe=-4.84, Synergy_HSA=-3.87.